From a dataset of Catalyst prediction with 721,799 reactions and 888 catalyst types from USPTO. Predict which catalyst facilitates the given reaction. (1) Reactant: [CH3:1][O:2][C:3](=[O:23])[CH2:4][CH2:5][CH2:6][C:7](=O)[N:8]([C:10]1[CH:15]=[CH:14][C:13]([N+:16]([O-])=O)=[CH:12][C:11]=1[N+:19]([O-])=O)[CH3:9].[H][H].[ClH:26]. Product: [ClH:26].[CH3:1][O:2][C:3](=[O:23])[CH2:4][CH2:5][CH2:6][C:7]1[N:8]([CH3:9])[C:10]2[CH:15]=[CH:14][C:13]([NH2:16])=[CH:12][C:11]=2[N:19]=1. The catalyst class is: 43. (2) Reactant: [F:1][C:2]1[C:7]([F:8])=[CH:6][CH:5]=[CH:4][C:3]=1[OH:9].[C:10]([O-])([O-])=O.[K+].[K+].IC. Product: [F:1][C:2]1[C:7]([F:8])=[CH:6][CH:5]=[CH:4][C:3]=1[O:9][CH3:10]. The catalyst class is: 3.